Dataset: Catalyst prediction with 721,799 reactions and 888 catalyst types from USPTO. Task: Predict which catalyst facilitates the given reaction. (1) Reactant: [F:1][C:2]([F:24])([F:23])[C:3]1[CH:4]=[C:5]([C:13]2[N:17]=[CH:16][N:15](/[CH:18]=[CH:19]\[C:20](O)=[O:21])[N:14]=2)[CH:6]=[C:7]([C:9]([F:12])([F:11])[F:10])[CH:8]=1.C1C=CC2N(O)N=NC=2C=1.CCN=C=NCCCN(C)C.Cl.Cl.[F:48][C:49]1([F:54])[CH2:53][CH2:52][NH:51][CH2:50]1.CCN(C(C)C)C(C)C. Product: [F:11][C:9]([F:12])([F:10])[C:7]1[CH:6]=[C:5]([C:13]2[N:17]=[CH:16][N:15](/[CH:18]=[CH:19]\[C:20]([N:51]3[CH2:52][CH2:53][C:49]([F:54])([F:48])[CH2:50]3)=[O:21])[N:14]=2)[CH:4]=[C:3]([C:2]([F:1])([F:24])[F:23])[CH:8]=1. The catalyst class is: 98. (2) Reactant: [C:1]([NH:5][C:6](=[O:35])[C:7]1[CH:12]=[CH:11][CH:10]=[C:9]([O:13][C:14]2[CH:19]=[CH:18][C:17]([NH:20][C:21]3[C:31]4[CH:30]=[C:29]([CH:32]=O)[CH2:28][CH2:27][NH:26][C:25]=4[N:24]=[CH:23][N:22]=3)=[CH:16][C:15]=2[Cl:34])[CH:8]=1)([CH3:4])([CH3:3])[CH3:2].[CH3:36][NH:37][CH2:38][CH2:39][S:40]([CH3:43])(=[O:42])=[O:41].C(O[BH-](OC(=O)C)OC(=O)C)(=O)C.[Na+]. Product: [C:1]([NH:5][C:6](=[O:35])[C:7]1[CH:12]=[CH:11][CH:10]=[C:9]([O:13][C:14]2[CH:19]=[CH:18][C:17]([NH:20][C:21]3[C:31]4[CH:30]=[C:29]([CH2:32][N:37]([CH3:36])[CH2:38][CH2:39][S:40]([CH3:43])(=[O:42])=[O:41])[CH2:28][CH2:27][NH:26][C:25]=4[N:24]=[CH:23][N:22]=3)=[CH:16][C:15]=2[Cl:34])[CH:8]=1)([CH3:4])([CH3:2])[CH3:3]. The catalyst class is: 7.